Dataset: Forward reaction prediction with 1.9M reactions from USPTO patents (1976-2016). Task: Predict the product of the given reaction. Given the reactants [Cl:1][C:2]1[CH:10]=[CH:9][C:5]([C:6](O)=[O:7])=[CH:4][C:3]=1[CH3:11].CN(C=O)C.C(Cl)(=O)C([Cl:20])=O, predict the reaction product. The product is: [Cl:1][C:2]1[CH:10]=[CH:9][C:5]([C:6]([Cl:20])=[O:7])=[CH:4][C:3]=1[CH3:11].